From a dataset of Peptide-MHC class I binding affinity with 185,985 pairs from IEDB/IMGT. Regression. Given a peptide amino acid sequence and an MHC pseudo amino acid sequence, predict their binding affinity value. This is MHC class I binding data. (1) The peptide sequence is QVIEYLKPY. The MHC is HLA-A02:19 with pseudo-sequence HLA-A02:19. The binding affinity (normalized) is 0.0847. (2) The peptide sequence is VTYLALIATF. The MHC is HLA-A26:01 with pseudo-sequence HLA-A26:01. The binding affinity (normalized) is 0.0793. (3) The peptide sequence is SLNECIISF. The MHC is HLA-B15:03 with pseudo-sequence HLA-B15:03. The binding affinity (normalized) is 0.611.